Dataset: Forward reaction prediction with 1.9M reactions from USPTO patents (1976-2016). Task: Predict the product of the given reaction. Given the reactants [NH2:1][CH2:2][CH2:3][C:4]1[CH:35]=[CH:34][C:7]([O:8][CH2:9][CH2:10][C:11]2[CH:16]=[CH:15][C:14]([OH:17])=[C:13]([C@@H:18]([C:28]3[CH:33]=[CH:32][CH:31]=[CH:30][CH:29]=3)[CH2:19][CH2:20][N:21]([CH:25]([CH3:27])[CH3:26])[CH:22]([CH3:24])[CH3:23])[CH:12]=2)=[CH:6][CH:5]=1.C(O)(=O)C.[Cl:40][C:41]1[CH:42]=[C:43]([CH:46]=[CH:47][CH:48]=1)[CH:44]=O.[BH4-].[Na+], predict the reaction product. The product is: [NH3:1].[Cl:40][C:41]1[CH:42]=[C:43]([CH:46]=[CH:47][CH:48]=1)[CH2:44][NH:1][CH2:2][CH2:3][C:4]1[CH:5]=[CH:6][C:7]([O:8][CH2:9][CH2:10][C:11]2[CH:16]=[CH:15][C:14]([OH:17])=[C:13]([C@@H:18]([C:28]3[CH:29]=[CH:30][CH:31]=[CH:32][CH:33]=3)[CH2:19][CH2:20][N:21]([CH:25]([CH3:26])[CH3:27])[CH:22]([CH3:24])[CH3:23])[CH:12]=2)=[CH:34][CH:35]=1.